This data is from Full USPTO retrosynthesis dataset with 1.9M reactions from patents (1976-2016). The task is: Predict the reactants needed to synthesize the given product. (1) Given the product [NH2:10][C:9]1[NH:5][C:3](=[S:4])[N:2]=[C:7]([C:11]2[CH:12]=[CH:13][C:14]([Br:17])=[CH:15][CH:16]=2)[CH:8]=1, predict the reactants needed to synthesize it. The reactants are: [Na].[NH2:2][C:3]([NH2:5])=[S:4].N[C:7]([C:11]1[CH:16]=[CH:15][C:14]([Br:17])=[CH:13][CH:12]=1)=[CH:8][C:9]#[N:10].Cl. (2) Given the product [CH3:16][O:15][C:9]1[N:8]=[C:7]2[C:6]([C:17]3[N:25]([S:26]([C:29]4[CH:30]=[CH:31][C:32]([CH3:35])=[CH:33][CH:34]=4)(=[O:28])=[O:27])[C:20]4=[N:21][CH:22]=[CH:23][CH:24]=[C:19]4[CH:18]=3)=[CH:5][N:4]([CH2:3][CH2:2][N:36]3[CH2:41][CH2:40][O:39][CH2:38][CH2:37]3)[C:12]2=[CH:11][C:10]=1[O:13][CH3:14], predict the reactants needed to synthesize it. The reactants are: I[CH2:2][CH2:3][N:4]1[C:12]2[C:7](=[N:8][C:9]([O:15][CH3:16])=[C:10]([O:13][CH3:14])[CH:11]=2)[C:6]([C:17]2[N:25]([S:26]([C:29]3[CH:34]=[CH:33][C:32]([CH3:35])=[CH:31][CH:30]=3)(=[O:28])=[O:27])[C:20]3=[N:21][CH:22]=[CH:23][CH:24]=[C:19]3[CH:18]=2)=[CH:5]1.[NH:36]1[CH2:41][CH2:40][O:39][CH2:38][CH2:37]1.C([O-])([O-])=O.[K+].[K+]. (3) Given the product [CH2:14]([O:13][C:11]([C:10]1[CH:9]=[N:8][N:7]2[C:2]([NH:36][C:35]3[CH:37]=[CH:38][C:32]([F:31])=[C:33]([CH3:39])[CH:34]=3)=[C:3]([C:16]([N:18]3[CH2:23][CH2:22][CH:21]([C:24]4[CH:29]=[CH:28][C:27]([F:30])=[CH:26][CH:25]=4)[CH2:20][CH2:19]3)=[O:17])[CH:4]=[N:5][C:6]=12)=[O:12])[CH3:15], predict the reactants needed to synthesize it. The reactants are: Cl[C:2]1[N:7]2[N:8]=[CH:9][C:10]([C:11]([O:13][CH2:14][CH3:15])=[O:12])=[C:6]2[N:5]=[CH:4][C:3]=1[C:16]([N:18]1[CH2:23][CH2:22][CH:21]([C:24]2[CH:29]=[CH:28][C:27]([F:30])=[CH:26][CH:25]=2)[CH2:20][CH2:19]1)=[O:17].[F:31][C:32]1[CH:38]=[CH:37][C:35]([NH2:36])=[CH:34][C:33]=1[CH3:39]. (4) Given the product [CH:43]([C:41]1[CH:40]=[CH:39][C:38]([O:46][CH3:47])=[C:37]([C:28]2[CH:29]=[CH:30][C:31]([C:33]([F:36])([F:35])[F:34])=[CH:32][C:27]=2[CH2:26][N:13]([CH2:12][C:11]2[CH:10]=[C:9]([OH:8])[CH:50]=[C:49]([C:51]([F:54])([F:52])[F:53])[CH:48]=2)[C:14]2[N:19]=[CH:18][C:17]([N:20]3[CH2:25][CH2:24][O:23][CH2:22][CH2:21]3)=[CH:16][N:15]=2)[CH:42]=1)([CH3:45])[CH3:44], predict the reactants needed to synthesize it. The reactants are: C([O:8][C:9]1[CH:10]=[C:11]([CH:48]=[C:49]([C:51]([F:54])([F:53])[F:52])[CH:50]=1)[CH2:12][N:13]([CH2:26][C:27]1[CH:32]=[C:31]([C:33]([F:36])([F:35])[F:34])[CH:30]=[CH:29][C:28]=1[C:37]1[CH:42]=[C:41]([CH:43]([CH3:45])[CH3:44])[CH:40]=[CH:39][C:38]=1[O:46][CH3:47])[C:14]1[N:19]=[CH:18][C:17]([N:20]2[CH2:25][CH2:24][O:23][CH2:22][CH2:21]2)=[CH:16][N:15]=1)C1C=CC=CC=1. (5) Given the product [CH2:1]([N:8]1[CH:16]=[C:15]2[C:10]([CH:11]=[C:12]([C:17]3[CH:18]=[C:19]([CH2:27][CH:28]4[CH2:33][O:32][CH2:31][CH2:30][N:29]4[C:37](=[O:38])[CH2:36][N:35]([CH3:40])[CH3:34])[N:20]4[C:25]=3[C:24]([NH2:26])=[N:23][CH:22]=[N:21]4)[CH:13]=[CH:14]2)=[N:9]1)[C:2]1[CH:7]=[CH:6][CH:5]=[CH:4][CH:3]=1, predict the reactants needed to synthesize it. The reactants are: [CH2:1]([N:8]1[CH:16]=[C:15]2[C:10]([CH:11]=[C:12]([C:17]3[CH:18]=[C:19]([CH2:27][CH:28]4[CH2:33][O:32][CH2:31][CH2:30][NH:29]4)[N:20]4[C:25]=3[C:24]([NH2:26])=[N:23][CH:22]=[N:21]4)[CH:13]=[CH:14]2)=[N:9]1)[C:2]1[CH:7]=[CH:6][CH:5]=[CH:4][CH:3]=1.[CH3:34][N:35]([CH3:40])[CH2:36][C:37](O)=[O:38].CCN=C=NCCCN(C)C.Cl.C1C=CC2N(O)N=NC=2C=1.C(N(CC)C(C)C)(C)C. (6) The reactants are: [CH3:1][O:2][C:3]1[N:4]=[N:5][C:6]([O:19][CH3:20])=[CH:7][C:8]=1[C:9]1[N:17]2[C:12]([CH:13]=[N:14][C:15](O)=[N:16]2)=[CH:11][CH:10]=1.C1C=CC(N(S(C(F)(F)F)(=O)=O)S(C(F)(F)F)(=O)=O)=CC=1.C(N(CC)C(C)C)(C)C.CN(C)C=O.[NH2:56][C:57]1[CH:62]=[CH:61][C:60]([CH:63]2[CH2:68][CH2:67][N:66]([CH2:69][C:70]([NH2:72])=[O:71])[CH2:65][CH2:64]2)=[CH:59][CH:58]=1. Given the product [CH3:1][O:2][C:3]1[N:4]=[N:5][C:6]([O:19][CH3:20])=[CH:7][C:8]=1[C:9]1[N:17]2[C:12]([CH:13]=[N:14][C:15]([NH:56][C:57]3[CH:62]=[CH:61][C:60]([CH:63]4[CH2:64][CH2:65][N:66]([CH2:69][C:70]([NH2:72])=[O:71])[CH2:67][CH2:68]4)=[CH:59][CH:58]=3)=[N:16]2)=[CH:11][CH:10]=1, predict the reactants needed to synthesize it. (7) Given the product [CH3:16][S:13]([C:4]1[CH:3]=[C:2]([N:19]2[C@H:18]([CH3:17])[CH2:22][CH2:21][S:20]2(=[O:24])=[O:23])[CH:12]=[CH:11][C:5]=1[C:6]([O:8][CH2:9][CH3:10])=[O:7])(=[O:15])=[O:14], predict the reactants needed to synthesize it. The reactants are: I[C:2]1[CH:12]=[CH:11][C:5]([C:6]([O:8][CH2:9][CH3:10])=[O:7])=[C:4]([S:13]([CH3:16])(=[O:15])=[O:14])[CH:3]=1.[CH3:17][C@@H:18]1[CH2:22][CH2:21][S:20](=[O:24])(=[O:23])[NH:19]1.CNCCNC.C(=O)([O-])[O-].[K+].[K+].